From a dataset of Catalyst prediction with 721,799 reactions and 888 catalyst types from USPTO. Predict which catalyst facilitates the given reaction. (1) Reactant: Cl[C:2]1[C:3]([NH:12][CH:13]2[CH2:15][CH2:14]2)=[N:4][C:5]2[C:10]([N:11]=1)=[CH:9][CH:8]=[CH:7][CH:6]=2.[N:16]1([C:22]([O:24][C:25]([CH3:28])([CH3:27])[CH3:26])=[O:23])[CH2:21][CH2:20][NH:19][CH2:18][CH2:17]1.CCN(C(C)C)C(C)C. Product: [CH:13]1([NH:12][C:3]2[C:2]([N:19]3[CH2:18][CH2:17][N:16]([C:22]([O:24][C:25]([CH3:28])([CH3:27])[CH3:26])=[O:23])[CH2:21][CH2:20]3)=[N:11][C:10]3[C:5]([N:4]=2)=[CH:6][CH:7]=[CH:8][CH:9]=3)[CH2:15][CH2:14]1. The catalyst class is: 12. (2) Reactant: [CH3:1][O:2][C:3]([C@H:5]1[CH2:9][CH2:8][C@@H:7]([C:10]([OH:12])=O)[CH2:6]1)=[O:4].CN(C=O)C.C(Cl)(=O)C(Cl)=O.C[Si](C)(C)[C:26]1[S:27][CH:28]=[CH:29][N:30]=1. Product: [S:27]1[CH:28]=[CH:29][N:30]=[C:26]1[C:10]([C@@H:7]1[CH2:8][CH2:9][C@H:5]([C:3]([O:2][CH3:1])=[O:4])[CH2:6]1)=[O:12]. The catalyst class is: 4.